The task is: Predict the product of the given reaction.. This data is from Forward reaction prediction with 1.9M reactions from USPTO patents (1976-2016). (1) Given the reactants CP(=O)([O:6][CH2:7][CH3:8])OCC.C(=O)=O.CC(C)=O.C([Li])CCC.[CH3:22][C:23]1[CH:32]=[CH:31][C:30]2[C:25](=[CH:26][CH:27]=[CH:28][C:29]=2[O:33][CH2:34][CH2:35][N:36]2[CH2:41][CH2:40][CH:39]([CH2:42][C:43]3[CH:44]=[C:45]([CH:48]=[CH:49][CH:50]=3)C#N)[CH2:38][CH2:37]2)[N:24]=1.[H-].[Al+3].[Li+].[H-].[H-].[H-].S(=O)(=O)(O)O.C(=O)(O)[O-].[Na+], predict the reaction product. The product is: [CH3:22][C:23]1[CH:32]=[CH:31][C:30]2[C:25](=[CH:26][CH:27]=[CH:28][C:29]=2[O:33][CH2:34][CH2:35][N:36]2[CH2:37][CH2:38][CH:39]([CH2:42][C:43]3[CH:50]=[C:49]([C:7](=[O:6])[CH3:8])[CH:48]=[CH:45][CH:44]=3)[CH2:40][CH2:41]2)[N:24]=1. (2) Given the reactants C[O:2][C:3]([C:5]1[CH:6]=[CH:7][C:8]([N+:18]([O-])=O)=[C:9]([CH:17]=1)[C:10]([O:12][C:13]([CH3:16])([CH3:15])[CH3:14])=[O:11])=[O:4].[Li+].[OH-], predict the reaction product. The product is: [NH2:18][C:8]1[CH:7]=[CH:6][C:5]([C:3]([OH:4])=[O:2])=[CH:17][C:9]=1[C:10]([O:12][C:13]([CH3:16])([CH3:15])[CH3:14])=[O:11]. (3) Given the reactants [C:1]([OH:12])(=[O:11])[C:2]1[CH:10]=[C:8]([OH:9])[C:6]([OH:7])=[C:4]([OH:5])[CH:3]=1.[OH:13][C@H:14]1[O:22][C@H:21]([CH2:23][OH:24])[C@@H:19]([OH:20])[C@H:17]([OH:18])[C@H:15]1[OH:16], predict the reaction product. The product is: [C:1]([OH:12])(=[O:11])[C:2]1[CH:10]=[C:8]([OH:9])[C:6]([OH:7])=[C:4]([OH:5])[CH:3]=1.[OH:13][C@@H:14]1[O:22][C@H:21]([CH2:23][OH:24])[C@@H:19]([OH:20])[C@H:17]([OH:18])[C@H:15]1[OH:16]. (4) The product is: [Cl:1][C:2]1[CH:7]=[CH:6][C:5]([C:8]2[C:14]3[CH:15]=[C:16]([O:19][CH3:20])[CH:17]=[CH:18][C:13]=3[N:12]3[C:21]([CH3:24])=[N:22][N:23]=[C:11]3[C@H:10]([CH2:25][C:26]([NH:31][CH2:30][CH3:29])=[O:27])[N:9]=2)=[CH:4][CH:3]=1. Given the reactants [Cl:1][C:2]1[CH:7]=[CH:6][C:5]([C:8]2[C:14]3[CH:15]=[C:16]([O:19][CH3:20])[CH:17]=[CH:18][C:13]=3[N:12]3[C:21]([CH3:24])=[N:22][N:23]=[C:11]3[C@H:10]([CH2:25][C:26](O)=[O:27])[N:9]=2)=[CH:4][CH:3]=1.[CH3:29][CH2:30][N:31](C(C)C)C(C)C.CN(C(ON1N=NC2C=CC=NC1=2)=[N+](C)C)C.F[P-](F)(F)(F)(F)F.C(N)C, predict the reaction product. (5) Given the reactants Cl.[CH:2]1([CH2:5][O:6][C:7]2[CH:12]=[CH:11][C:10]([CH3:13])=[CH:9][C:8]=2[C:14]2[C:15]3[NH:22][C:21]([CH3:23])=[C:20]([C:24]([NH:26][CH:27]4[CH2:32][CH2:31][NH:30][CH2:29][CH2:28]4)=[O:25])[C:16]=3[N:17]=[CH:18][N:19]=2)[CH2:4][CH2:3]1.[CH3:33][O:34][CH2:35][C:36](Cl)=[O:37], predict the reaction product. The product is: [CH:2]1([CH2:5][O:6][C:7]2[CH:12]=[CH:11][C:10]([CH3:13])=[CH:9][C:8]=2[C:14]2[C:15]3[NH:22][C:21]([CH3:23])=[C:20]([C:24]([NH:26][CH:27]4[CH2:28][CH2:29][N:30]([C:36](=[O:37])[CH2:35][O:34][CH3:33])[CH2:31][CH2:32]4)=[O:25])[C:16]=3[N:17]=[CH:18][N:19]=2)[CH2:4][CH2:3]1. (6) Given the reactants [CH3:1][O:2][C:3]1[N:8]=[C:7]([C:9]2[CH:10]=[C:11]([CH:15]=[CH:16][CH:17]=2)[C:12](O)=[O:13])[CH:6]=[C:5]([NH:18][CH2:19][CH2:20][C:21]2[CH:26]=[CH:25][C:24]([O:27][CH3:28])=[CH:23][CH:22]=2)[N:4]=1.[CH3:29][S:30]([NH2:33])(=[O:32])=[O:31].Cl.CN(C)CCCN=C=NCC.C(O)(=O)CC(CC(O)=O)(C(O)=O)O, predict the reaction product. The product is: [CH3:1][O:2][C:3]1[N:8]=[C:7]([C:9]2[CH:10]=[C:11]([CH:15]=[CH:16][CH:17]=2)[C:12]([NH:33][S:30]([CH3:29])(=[O:32])=[O:31])=[O:13])[CH:6]=[C:5]([NH:18][CH2:19][CH2:20][C:21]2[CH:26]=[CH:25][C:24]([O:27][CH3:28])=[CH:23][CH:22]=2)[N:4]=1.